Dataset: Catalyst prediction with 721,799 reactions and 888 catalyst types from USPTO. Task: Predict which catalyst facilitates the given reaction. Reactant: [CH3:1][C:2]1[C:10]2[C:9](=[O:11])[CH2:8][C:7]([CH3:13])([CH3:12])[CH2:6][C:5]=2[N:4]([C:14]2[CH:22]=[C:21]([NH:23][C@H:24]3[CH2:29][CH2:28][C@H:27]([OH:30])[CH2:26][CH2:25]3)[C:17]([C:18]([NH2:20])=[O:19])=[C:16]([F:31])[CH:15]=2)[CH:3]=1.[C:32]([NH:39][CH2:40][C:41](O)=[O:42])([O:34][C:35]([CH3:38])([CH3:37])[CH3:36])=[O:33].C(Cl)CCl. Product: [C:35]([O:34][C:32]([NH:39][CH2:40][C:41]([O:30][C@H:27]1[CH2:26][CH2:25][C@H:24]([NH:23][C:21]2[CH:22]=[C:14]([N:4]3[C:5]4[CH2:6][C:7]([CH3:13])([CH3:12])[CH2:8][C:9](=[O:11])[C:10]=4[C:2]([CH3:1])=[CH:3]3)[CH:15]=[C:16]([F:31])[C:17]=2[C:18](=[O:19])[NH2:20])[CH2:29][CH2:28]1)=[O:42])=[O:33])([CH3:38])([CH3:37])[CH3:36]. The catalyst class is: 64.